From a dataset of Forward reaction prediction with 1.9M reactions from USPTO patents (1976-2016). Predict the product of the given reaction. (1) Given the reactants [CH2:1]([N:3]1[C:9](=[O:10])[C:8]([CH3:12])([CH3:11])[C:7](=[O:13])[N:6]([CH3:14])[C:5]2[CH:15]=[C:16]([CH:19]=O)[CH:17]=[CH:18][C:4]1=2)[CH3:2].C(O)(=O)C.[CH3:25][C:26]1[N:27]=[CH:28][S:29][C:30]=1[CH2:31][NH:32][CH2:33][CH2:34][C:35]1[CH:36]=[N:37][CH:38]=[CH:39][CH:40]=1.C(O[BH-](OC(=O)C)OC(=O)C)(=O)C.[Na+], predict the reaction product. The product is: [CH2:1]([N:3]1[C:9](=[O:10])[C:8]([CH3:12])([CH3:11])[C:7](=[O:13])[N:6]([CH3:14])[C:5]2[CH:15]=[C:16]([CH2:19][N:32]([CH2:31][C:30]3[S:29][CH:28]=[N:27][C:26]=3[CH3:25])[CH2:33][CH2:34][C:35]3[CH:36]=[N:37][CH:38]=[CH:39][CH:40]=3)[CH:17]=[CH:18][C:4]1=2)[CH3:2]. (2) Given the reactants [C:1]([O:5][CH2:6][CH2:7][O:8][C:9]1[CH:14]=[CH:13][CH:12]=[CH:11][CH:10]=1)(=[O:4])[CH:2]=[CH2:3].[C:15]([O:20][CH3:21])(=[O:19])[C:16]([CH3:18])=[CH2:17].[C:22]([OH:26])(=[O:25])[CH:23]=[CH2:24].N(C(C)(C)C(OC)=O)=NC(C)(C)C(OC)=O, predict the reaction product. The product is: [C:1]([O:5][CH2:6][CH2:7][O:8][C:9]1[CH:10]=[CH:11][CH:12]=[CH:13][CH:14]=1)(=[O:4])[CH:2]=[CH2:3].[C:15]([O:20][CH3:21])(=[O:19])[C:16]([CH3:18])=[CH2:17].[C:22]([OH:26])(=[O:25])[CH:23]=[CH2:24]. (3) Given the reactants [C:1]([O:5][C:6]([NH:8][C@@H:9]1[C:23](=[O:24])[N:22]2[CH2:25][C@H:26]([OH:28])[CH2:27][C@H:21]2[C:20](=[O:29])[NH:19][C@:18]2([C:31]([O:33]C)=[O:32])[CH2:30][C@H:17]2[CH:16]=[CH:15][CH2:14][CH2:13][CH:12]([CH3:35])[CH2:11][C@H:10]1[CH3:36])=[O:7])([CH3:4])([CH3:3])[CH3:2].F[C:38]1[C:47]2[C:42](=[CH:43][CH:44]=[CH:45][CH:46]=2)[C:41]([O:48][CH3:49])=[CH:40][N:39]=1.CC([O-])(C)C.[K+], predict the reaction product. The product is: [C:1]([O:5][C:6]([NH:8][C@@H:9]1[C:23](=[O:24])[N:22]2[CH2:25][C@H:26]([O:28][C:38]3[C:47]4[C:42](=[CH:43][CH:44]=[CH:45][CH:46]=4)[C:41]([O:48][CH3:49])=[CH:40][N:39]=3)[CH2:27][C@H:21]2[C:20](=[O:29])[NH:19][C@:18]2([C:31]([OH:33])=[O:32])[CH2:30][C@H:17]2[CH:16]=[CH:15][CH2:14][CH2:13][CH:12]([CH3:35])[CH2:11][C@H:10]1[CH3:36])=[O:7])([CH3:3])([CH3:4])[CH3:2]. (4) Given the reactants [Cl:1][C:2]1[C:11]2[C:10](=[O:12])[NH:9][CH:8]=[N:7][C:6]=2[CH:5]=[C:4]([Cl:13])[N:3]=1.[H-].[Na+].[CH3:16]I.CO, predict the reaction product. The product is: [Cl:1][C:2]1[C:11]2[C:10](=[O:12])[N:9]([CH3:16])[CH:8]=[N:7][C:6]=2[CH:5]=[C:4]([Cl:13])[N:3]=1. (5) Given the reactants [Cl:1][C:2]1[CH:3]=[C:4]([CH:8]=[C:9]([Cl:11])[N:10]=1)[C:5]([OH:7])=[O:6].[C:12](OC(O[C:12]([CH3:15])([CH3:14])[CH3:13])N(C)C)([CH3:15])([CH3:14])[CH3:13], predict the reaction product. The product is: [C:12]([O:6][C:5](=[O:7])[C:4]1[CH:8]=[C:9]([Cl:11])[N:10]=[C:2]([Cl:1])[CH:3]=1)([CH3:15])([CH3:14])[CH3:13].